Dataset: Peptide-MHC class II binding affinity with 134,281 pairs from IEDB. Task: Regression. Given a peptide amino acid sequence and an MHC pseudo amino acid sequence, predict their binding affinity value. This is MHC class II binding data. (1) The peptide sequence is KFTYLINYIQDEINT. The MHC is DRB1_0101 with pseudo-sequence DRB1_0101. The binding affinity (normalized) is 0.749. (2) The peptide sequence is LVGPFNFRFMSKGGM. The MHC is HLA-DPA10103-DPB10301 with pseudo-sequence HLA-DPA10103-DPB10301. The binding affinity (normalized) is 0.181.